Dataset: Full USPTO retrosynthesis dataset with 1.9M reactions from patents (1976-2016). Task: Predict the reactants needed to synthesize the given product. (1) Given the product [CH2:1]([O:3][C:4]([C:6]1[C:11]([C:23]#[N:24])=[CH:10][CH:9]=[C:8]([O:13][C:14]2[CH:19]=[CH:18][C:17]([Br:20])=[C:16]([CH:21]=[O:22])[CH:15]=2)[N:7]=1)=[O:5])[CH3:2], predict the reactants needed to synthesize it. The reactants are: [CH2:1]([O:3][C:4]([C:6]1[C:11](Br)=[CH:10][CH:9]=[C:8]([O:13][C:14]2[CH:19]=[CH:18][C:17]([Br:20])=[C:16]([CH:21]=[O:22])[CH:15]=2)[N:7]=1)=[O:5])[CH3:2].[C:23]([Cu])#[N:24].C(OCC)(=O)C. (2) Given the product [Cl:1][C:2]1[C:7]([N:8]=[C:9]([Cl:20])[CH2:10][CH3:11])=[C:6]([CH3:13])[CH:5]=[C:4]([C:14](=[O:18])[CH:15]([CH3:17])[CH3:16])[N:3]=1, predict the reactants needed to synthesize it. The reactants are: [Cl:1][C:2]1[C:7]([NH:8][C:9](=O)[CH2:10][CH3:11])=[C:6]([CH3:13])[CH:5]=[C:4]([C:14](=[O:18])[CH:15]([CH3:17])[CH3:16])[N:3]=1.P(Cl)(Cl)(Cl)(Cl)[Cl:20].